Dataset: Forward reaction prediction with 1.9M reactions from USPTO patents (1976-2016). Task: Predict the product of the given reaction. (1) Given the reactants [N:1]1[C:10]2[C:5](=[C:6]([NH:11][N:12]=[C:13]3[C:17]([NH2:18])=[N:16][N:15]=[C:14]3[NH2:19])[CH:7]=[CH:8][CH:9]=2)[CH:4]=[CH:3][CH:2]=1.O.NN, predict the reaction product. The product is: [NH2:11][C:6]1[CH:7]=[CH:8][CH:9]=[C:10]2[C:5]=1[CH:4]=[CH:3][CH:2]=[N:1]2.[C:6](#[N:11])[CH2:5][C:10]#[N:1].[N:1]1[C:10]2[C:5](=[C:6]([NH:11][N:12]=[C:13]3[C:14]([NH2:19])=[N:15][N:16]=[C:17]3[NH2:18])[CH:7]=[CH:8][CH:9]=2)[CH:4]=[CH:3][CH:2]=1. (2) Given the reactants [O:1]=[C:2]([CH3:11])[CH2:3][C:4]([O:6][C:7]([CH3:10])([CH3:9])[CH3:8])=[O:5].[C:12]([C:14]([O:16][CH2:17][C:18]1[CH:23]=[CH:22][CH:21]=[CH:20][CH:19]=1)=[O:15])#[N:13], predict the reaction product. The product is: [C:2](/[C:3](=[C:12](\[NH2:13])/[C:14]([O:16][CH2:17][C:18]1[CH:23]=[CH:22][CH:21]=[CH:20][CH:19]=1)=[O:15])/[C:4]([O:6][C:7]([CH3:10])([CH3:9])[CH3:8])=[O:5])(=[O:1])[CH3:11]. (3) Given the reactants [CH3:1][N:2]([CH2:4][C:5]1[O:9][C:8]([CH2:10][CH2:11][C:12]2[NH:16][N:15]=[C:14]([NH2:17])[CH:13]=2)=[CH:7][CH:6]=1)[CH3:3].Cl[C:19]1[CH:24]=[CH:23][N:22]=[C:21]([NH:25][CH2:26][C:27]2[O:31][N:30]=[C:29]([CH3:32])[CH:28]=2)[N:20]=1.Cl, predict the reaction product. The product is: [CH3:1][N:2]([CH2:4][C:5]1[O:9][C:8]([CH2:10][CH2:11][C:12]2[NH:16][N:15]=[C:14]([NH:17][C:19]3[CH:24]=[CH:23][N:22]=[C:21]([NH:25][CH2:26][C:27]4[O:31][N:30]=[C:29]([CH3:32])[CH:28]=4)[N:20]=3)[CH:13]=2)=[CH:7][CH:6]=1)[CH3:3]. (4) Given the reactants [CH:1]([C:4]1[CH:18]=[C:17]([O:19][CH3:20])[CH:16]=[CH:15][C:5]=1[O:6][C:7]1[C:8]([NH2:14])=[N:9][C:10]([NH2:13])=[N:11][CH:12]=1)([CH3:3])[CH3:2].[I:21]Cl.O.S(=O)(O)[O-].[Na+], predict the reaction product. The product is: [I:21][C:16]1[C:17]([O:19][CH3:20])=[CH:18][C:4]([CH:1]([CH3:3])[CH3:2])=[C:5]([CH:15]=1)[O:6][C:7]1[C:8]([NH2:14])=[N:9][C:10]([NH2:13])=[N:11][CH:12]=1. (5) Given the reactants Cl.C[N:3](C)CCCN=C=NCC.O.OC1C2N=NNC=2C=CC=1.[NH2:24][C:25]1[C:33]2[C:32]([C:34]3[O:35][C:36]([CH3:39])=[CH:37][CH:38]=3)=[N:31][C:30]([S:40][CH3:41])=[N:29][C:28]=2[S:27][C:26]=1[C:42]([OH:44])=O.N, predict the reaction product. The product is: [NH2:24][C:25]1[C:33]2[C:32]([C:34]3[O:35][C:36]([CH3:39])=[CH:37][CH:38]=3)=[N:31][C:30]([S:40][CH3:41])=[N:29][C:28]=2[S:27][C:26]=1[C:42]([NH2:3])=[O:44]. (6) Given the reactants [CH2:1]([C:3]1[N:4]=[C:5]([C:8]2[CH:9]=[N:10][NH:11][C:12]=2[NH2:13])[O:6][CH:7]=1)[CH3:2].[CH2:14]([N:16]1[C:24]2[C:19](=[CH:20][C:21]([C:25](=O)[CH2:26][C:27](OCC)=[O:28])=[CH:22][CH:23]=2)[CH:18]=[N:17]1)[CH3:15].CC1C=CC(S(O)(=O)=O)=CC=1, predict the reaction product. The product is: [CH2:14]([N:16]1[C:24]2[C:19](=[CH:20][C:21]([C:25]3[NH:13][C:12]4[N:11]([N:10]=[CH:9][C:8]=4[C:5]4[O:6][CH:7]=[C:3]([CH2:1][CH3:2])[N:4]=4)[C:27](=[O:28])[CH:26]=3)=[CH:22][CH:23]=2)[CH:18]=[N:17]1)[CH3:15].